This data is from Full USPTO retrosynthesis dataset with 1.9M reactions from patents (1976-2016). The task is: Predict the reactants needed to synthesize the given product. (1) The reactants are: [CH3:1][O:2][C:3](=[O:15])[C:4]1[CH:9]=[CH:8][CH:7]=[C:6]([C:10](=O)[CH:11](Br)[CH3:12])[CH:5]=1.[CH:16]([NH2:18])=[S:17]. Given the product [CH3:1][O:2][C:3](=[O:15])[C:4]1[CH:9]=[CH:8][CH:7]=[C:6]([C:10]2[N:18]=[CH:16][S:17][C:11]=2[CH3:12])[CH:5]=1, predict the reactants needed to synthesize it. (2) Given the product [S:1]1[C:5]([NH:6][C:7]2[CH:12]=[C:11]([N:31]3[CH2:34][CH2:33][CH2:32]3)[N:10]=[C:9]([S:14][C:15]3[CH:20]=[CH:19][C:18]([NH:21][C:22](=[O:30])[C:23]4[CH:28]=[CH:27][CH:26]=[CH:25][C:24]=4[Cl:29])=[CH:17][CH:16]=3)[N:8]=2)=[N:4][CH:3]=[N:2]1, predict the reactants needed to synthesize it. The reactants are: [S:1]1[C:5]([NH:6][C:7]2[CH:12]=[C:11](Cl)[N:10]=[C:9]([S:14][C:15]3[CH:20]=[CH:19][C:18]([NH:21][C:22](=[O:30])[C:23]4[CH:28]=[CH:27][CH:26]=[CH:25][C:24]=4[Cl:29])=[CH:17][CH:16]=3)[N:8]=2)=[N:4][CH:3]=[N:2]1.[NH:31]1[CH2:34][CH2:33][CH2:32]1.CCN(C(C)C)C(C)C.